Dataset: Peptide-MHC class I binding affinity with 185,985 pairs from IEDB/IMGT. Task: Regression. Given a peptide amino acid sequence and an MHC pseudo amino acid sequence, predict their binding affinity value. This is MHC class I binding data. The binding affinity (normalized) is 0.141. The peptide sequence is MDGIQYGRSG. The MHC is HLA-B45:01 with pseudo-sequence HLA-B45:01.